Dataset: Full USPTO retrosynthesis dataset with 1.9M reactions from patents (1976-2016). Task: Predict the reactants needed to synthesize the given product. (1) Given the product [CH3:1][CH:2]([CH3:30])[C@H:3]([NH:8][C:9]([C:11]1[O:15][C:14]([C:16]2[CH:17]=[CH:18][C:19]([C:31]3[CH:36]=[CH:35][CH:34]=[CH:33][CH:32]=3)=[CH:20][N:21]=2)=[CH:13][CH:12]=1)=[O:10])[C:4](=[O:7])[NH:5][CH3:6], predict the reactants needed to synthesize it. The reactants are: [CH3:1][CH:2]([CH3:30])[C@H:3]([NH:8][C:9]([C:11]1[O:15][C:14]([C:16]2[N:21]=[CH:20][C:19](OS(C(F)(F)F)(=O)=O)=[CH:18][CH:17]=2)=[CH:13][CH:12]=1)=[O:10])[C:4](=[O:7])[NH:5][CH3:6].[C:31]1(B(O)O)[CH:36]=[CH:35][CH:34]=[CH:33][CH:32]=1.C(=O)([O-])[O-].[K+].[K+]. (2) The reactants are: [Cl:1][C:2]1[CH:3]=[C:4]2[C:8](=[CH:9][CH:10]=1)[NH:7][CH:6]=[CH:5]2.[OH2:11].CN([CH:15]=[O:16])C. Given the product [Cl:1][C:2]1[CH:3]=[C:4]2[C:8](=[CH:9][CH:10]=1)[NH:7][CH:6]=[C:5]2[C:15]([OH:16])=[O:11], predict the reactants needed to synthesize it. (3) Given the product [CH2:46]([C:27]1[CH:28]=[C:29]([C:33]([F:45])([C:41]([F:42])([F:43])[F:44])[C:34]([F:39])([F:40])[C:35]([F:38])([F:37])[F:36])[CH:30]=[C:31]([CH3:32])[C:26]=1[NH:25][C:23](=[O:24])[C:22]1[CH:48]=[CH:49][CH:50]=[C:20]([NH:19][C:7](=[O:9])[C:6]2[CH:10]=[CH:11][C:3]([C:1]#[N:2])=[CH:4][C:5]=2[CH3:12])[C:21]=1[O:51][CH3:52])[CH3:47], predict the reactants needed to synthesize it. The reactants are: [C:1]([C:3]1[CH:11]=[CH:10][C:6]([C:7]([OH:9])=O)=[C:5]([CH3:12])[CH:4]=1)#[N:2].C(Cl)(=O)C(Cl)=O.[NH2:19][C:20]1[C:21]([O:51][CH3:52])=[C:22]([CH:48]=[CH:49][CH:50]=1)[C:23]([NH:25][C:26]1[C:31]([CH3:32])=[CH:30][C:29]([C:33]([F:45])([C:41]([F:44])([F:43])[F:42])[C:34]([F:40])([F:39])[C:35]([F:38])([F:37])[F:36])=[CH:28][C:27]=1[CH2:46][CH3:47])=[O:24].N1C=CC=CC=1.C(=O)([O-])O.[Na+]. (4) Given the product [ClH:38].[CH3:34][N:35]([CH3:39])[C:36]([N:31]1[CH2:32][CH2:33][CH:28]([C:25]2[N:24]=[C:23]([NH:22][C:10]3[C:9]([O:8][C:7]4[C:2]([CH3:1])=[N:3][CH:4]=[CH:5][CH:6]=4)=[CH:14][C:13]([S:15][C:16]4[CH:21]=[CH:20][CH:19]=[CH:18][N:17]=4)=[CH:12][N:11]=3)[S:27][N:26]=2)[CH2:29][CH2:30]1)=[O:37], predict the reactants needed to synthesize it. The reactants are: [CH3:1][C:2]1[C:7]([O:8][C:9]2[C:10]([NH:22][C:23]3[S:27][N:26]=[C:25]([CH:28]4[CH2:33][CH2:32][NH:31][CH2:30][CH2:29]4)[N:24]=3)=[N:11][CH:12]=[C:13]([S:15][C:16]3[CH:21]=[CH:20][CH:19]=[CH:18][N:17]=3)[CH:14]=2)=[CH:6][CH:5]=[CH:4][N:3]=1.[CH3:34][N:35]([CH3:39])[C:36]([Cl:38])=[O:37].